From a dataset of Forward reaction prediction with 1.9M reactions from USPTO patents (1976-2016). Predict the product of the given reaction. (1) Given the reactants [CH2:1]([O:8][C:9]1[CH:10]=[CH:11][C:12](/[CH:22]=[CH:23]/[N+:24]([O-])=O)=[C:13]([C:15]2[CH:20]=[CH:19][CH:18]=[C:17]([F:21])[CH:16]=2)[CH:14]=1)[C:2]1[CH:7]=[CH:6][CH:5]=[CH:4][CH:3]=1.[H-].[H-].[H-].[H-].[Li+].[Al+3], predict the reaction product. The product is: [CH2:1]([O:8][C:9]1[CH:10]=[CH:11][C:12]([CH2:22][CH2:23][NH2:24])=[C:13]([C:15]2[CH:20]=[CH:19][CH:18]=[C:17]([F:21])[CH:16]=2)[CH:14]=1)[C:2]1[CH:3]=[CH:4][CH:5]=[CH:6][CH:7]=1. (2) Given the reactants [CH3:1][O:2][C:3]1[C:7]([C:8]([O:10][CH2:11][CH3:12])=[O:9])=[CH:6][NH:5][C:4]=1[C:13]([O:15][CH2:16][CH3:17])=[O:14].[H-].[Na+].[C:20]([O:24][C:25]([N:27]1[CH2:31][CH2:30]OS1(=O)=O)=[O:26])([CH3:23])([CH3:22])[CH3:21], predict the reaction product. The product is: [C:20]([O:24][C:25]([NH:27][CH2:31][CH2:30][N:5]1[CH:6]=[C:7]([C:8]([O:10][CH2:11][CH3:12])=[O:9])[C:3]([O:2][CH3:1])=[C:4]1[C:13]([O:15][CH2:16][CH3:17])=[O:14])=[O:26])([CH3:23])([CH3:22])[CH3:21]. (3) The product is: [CH:29]([NH:28][C:26](=[O:27])[CH2:25][N:13]1[C:12](=[O:32])[C:11]2[C:16](=[CH:17][CH:18]=[C:9]([N:2]3[CH2:3][CH:4]4[CH:5]([CH2:6][N:7]([CH3:35])[CH2:8]4)[CH2:1]3)[CH:10]=2)[N:15]=[C:14]1[C:19]1[CH:24]=[CH:23][CH:22]=[CH:21][CH:20]=1)([CH3:30])[CH3:31]. Given the reactants [CH2:1]1[CH:5]2[CH2:6][NH:7][CH2:8][CH:4]2[CH2:3][N:2]1[C:9]1[CH:10]=[C:11]2[C:16](=[CH:17][CH:18]=1)[N:15]=[C:14]([C:19]1[CH:24]=[CH:23][CH:22]=[CH:21][CH:20]=1)[N:13]([CH2:25][C:26]([NH:28][CH:29]([CH3:31])[CH3:30])=[O:27])[C:12]2=[O:32].C=O.[C:35]([BH3-])#N, predict the reaction product. (4) The product is: [NH2:24][C:25]1[C:26]2[C:33]([C:3]3[CH:4]=[C:5]([O:8][CH2:9][CH:10]4[CH2:14][CH2:13][CH2:12][O:11]4)[CH:6]=[CH:7][C:2]=3[F:1])=[CH:32][N:31]([C@H:35]3[CH2:40][CH2:39][C@H:38]([OH:41])[CH2:37][CH2:36]3)[C:27]=2[N:28]=[CH:29][N:30]=1. Given the reactants [F:1][C:2]1[CH:7]=[CH:6][C:5]([O:8][CH2:9][CH:10]2[CH2:14][CH2:13][CH2:12][O:11]2)=[CH:4][C:3]=1B1OC(C)(C)C(C)(C)O1.[NH2:24][C:25]1[C:26]2[C:33](I)=[CH:32][N:31]([C@H:35]3[CH2:40][CH2:39][C@H:38]([OH:41])[CH2:37][CH2:36]3)[C:27]=2[N:28]=[CH:29][N:30]=1.C([O-])([O-])=O.[Na+].[Na+], predict the reaction product.